This data is from Full USPTO retrosynthesis dataset with 1.9M reactions from patents (1976-2016). The task is: Predict the reactants needed to synthesize the given product. (1) Given the product [NH2:37][C:9]1[C:8]([C:5]2[CH:6]=[C:7]([CH:2]=[CH:3][CH:4]=2)[C:38]#[N:39])=[C:13]([N:14]2[CH2:19][CH2:18][CH:17]([C:20]3[N:21]([CH3:36])[CH:22]=[C:23]([C:25]4[CH:30]=[CH:29][C:28]([F:31])=[C:27]([C:32]([F:33])([F:35])[F:34])[CH:26]=4)[N:24]=3)[CH2:16][CH2:15]2)[N:12]=[CH:11][N:10]=1, predict the reactants needed to synthesize it. The reactants are: F[C:2]1[CH:7]=[CH:6][C:5]([C:8]2[C:9]([NH2:37])=[N:10][CH:11]=[N:12][C:13]=2[N:14]2[CH2:19][CH2:18][CH:17]([C:20]3[N:21]([CH3:36])[CH:22]=[C:23]([C:25]4[CH:30]=[CH:29][C:28]([F:31])=[C:27]([C:32]([F:35])([F:34])[F:33])[CH:26]=4)[N:24]=3)[CH2:16][CH2:15]2)=[CH:4][CH:3]=1.[C:38](C1C=C(B(O)O)C=CC=1)#[N:39]. (2) Given the product [CH3:7][NH:5][C@H:4]([C:14]([NH:15][C@@H:16]1[C@@H:23]2[C@@H:19]([CH2:20][N:21]([C:26]3[CH:31]=[CH:30][N:29]=[C:28]([C:32]([F:35])([F:34])[F:33])[N:27]=3)[CH2:22]2)[CH2:18][CH2:17]1)=[O:24])[CH2:3][CH:2]([CH3:6])[CH3:37], predict the reactants needed to synthesize it. The reactants are: F[C@@H:2]1[CH2:6][N:5]([C:7](OC(C)(C)C)=O)[C@H:4]([C:14](=[O:24])[NH:15][C@@H:16]2[C@@H:23]3[C@@H:19]([CH2:20][NH:21][CH2:22]3)[CH2:18][CH2:17]2)[CH2:3]1.Cl[C:26]1[CH:31]=[CH:30][N:29]=[C:28]([C:32]([F:35])([F:34])[F:33])[N:27]=1.Br[C:37]1C=C(C(F)(F)F)C=CN=1. (3) Given the product [CH3:31][N:30]([CH3:32])[C:28]([C@@H:24]1[CH2:25][CH2:26][CH2:27][N:23]1[C:8](=[O:10])[C@@H:7]([NH:11][C:12]([O:14][C:15]([CH3:18])([CH3:17])[CH3:16])=[O:13])[CH2:6][C:4]1[C:3]2[CH:19]=[CH:20][CH:21]=[CH:22][C:2]=2[S:1][CH:5]=1)=[O:29], predict the reactants needed to synthesize it. The reactants are: [S:1]1[CH:5]=[C:4]([CH2:6][C@H:7]([NH:11][C:12]([O:14][C:15]([CH3:18])([CH3:17])[CH3:16])=[O:13])[C:8]([OH:10])=O)[C:3]2[CH:19]=[CH:20][CH:21]=[CH:22][C:2]1=2.[NH:23]1[CH2:27][CH2:26][CH2:25][C@H:24]1[C:28]([N:30]([CH3:32])[CH3:31])=[O:29].CCN=C=NCCCN(C)C.Cl.C1C=CC2N(O)N=NC=2C=1. (4) Given the product [CH3:1][N:2]1[CH2:3][CH2:4][N:5]([C:8]2[N:17]=[C:16]([C:18]3[C:19](=[O:20])[NH:21][C:25](=[O:24])[C:26]=3[C:28]3[C:29]4[CH:42]=[CH:41][S:40][C:30]=4[NH:31][CH:32]=3)[C:15]3[C:10](=[CH:11][CH:12]=[CH:13][CH:14]=3)[N:9]=2)[CH2:6][CH2:7]1, predict the reactants needed to synthesize it. The reactants are: [CH3:1][N:2]1[CH2:7][CH2:6][N:5]([C:8]2[N:17]=[C:16]([CH2:18][C:19]([NH2:21])=[O:20])[C:15]3[C:10](=[CH:11][CH:12]=[CH:13][CH:14]=3)[N:9]=2)[CH2:4][CH2:3]1.C([O:24][C:25](=O)[C:26]([C:28]1[C:29]2[CH:42]=[CH:41][S:40][C:30]=2[N:31](C(OC(C)(C)C)=O)[CH:32]=1)=O)C.C1COCC1.CC([O-])(C)C.[K+]. (5) Given the product [C:12]([O:16][C:17]([N:19]1[CH2:24][CH2:23][CH:22]([O:25][C:26]2[CH:31]=[CH:30][C:29]([Cl:32])=[CH:28][C:27]=2/[CH:33]=[C:6]2\[C:7](=[O:11])[NH:8][C:9]3[C:5]\2=[CH:4][CH:3]=[C:2]([Cl:1])[CH:10]=3)[CH2:21][CH2:20]1)=[O:18])([CH3:15])([CH3:14])[CH3:13], predict the reactants needed to synthesize it. The reactants are: [Cl:1][C:2]1[CH:10]=[C:9]2[C:5]([CH2:6][C:7](=[O:11])[NH:8]2)=[CH:4][CH:3]=1.[C:12]([O:16][C:17]([N:19]1[CH2:24][CH2:23][CH:22]([O:25][C:26]2[CH:31]=[CH:30][C:29]([Cl:32])=[CH:28][C:27]=2[CH:33]=O)[CH2:21][CH2:20]1)=[O:18])([CH3:15])([CH3:14])[CH3:13].N1CCCC1. (6) Given the product [CH:31]1([C:2]2[S:30][C:5]3[O:6][C:7]4[CH:28]=[C:27]([CH3:29])[CH:26]=[CH:25][C:8]=4[N:9]=[C:10]([N:11]4[CH2:12][CH2:13][N:14]([CH2:17][C:18]([CH3:23])([CH3:24])[C:19]([O:21][CH3:22])=[O:20])[CH2:15][CH2:16]4)[C:4]=3[CH:3]=2)[CH2:33][CH2:32]1, predict the reactants needed to synthesize it. The reactants are: Cl[C:2]1[S:30][C:5]2[O:6][C:7]3[CH:28]=[C:27]([CH3:29])[CH:26]=[CH:25][C:8]=3[N:9]=[C:10]([N:11]3[CH2:16][CH2:15][N:14]([CH2:17][C:18]([CH3:24])([CH3:23])[C:19]([O:21][CH3:22])=[O:20])[CH2:13][CH2:12]3)[C:4]=2[CH:3]=1.[CH:31]1(B(O)O)[CH2:33][CH2:32]1.F[B-](F)(F)F.C1(P(C2CCCCC2)C2CCCCC2)CCCCC1.C1(C)C=CC=CC=1. (7) Given the product [CH:1]1([N:4]2[CH:8]=[C:7]([C:9]3[CH:14]=[CH:13][N:12]=[CH:11][CH:10]=3)[C:6]([C:15]3[C:16]([F:36])=[C:17]([NH:21][S:22]([C:25]4[CH:30]=[C:29]([F:31])[CH:28]=[CH:27][C:26]=4[F:32])(=[O:23])=[O:24])[CH:18]=[CH:19][CH:20]=3)=[N:5]2)[CH2:3][CH2:2]1, predict the reactants needed to synthesize it. The reactants are: [CH:1]1([N:4]2[CH:8]=[C:7]([C:9]3[CH:14]=[CH:13][N:12]=[CH:11][CH:10]=3)[C:6]([C:15]3[C:16]([F:36])=[C:17]([N:21](COC)[S:22]([C:25]4[CH:30]=[C:29]([F:31])[CH:28]=[CH:27][C:26]=4[F:32])(=[O:24])=[O:23])[CH:18]=[CH:19][CH:20]=3)=[N:5]2)[CH2:3][CH2:2]1.